Dataset: Reaction yield outcomes from USPTO patents with 853,638 reactions. Task: Predict the reaction yield, written as a fraction of the theoretical maximum amount of product (1.0 means a 100% yield; for example, 0.34 means a 34% yield). (1) The reactants are [CH3:1][C:2]1[C:16](=[O:17])[N:15]=[C:14]2[N:4]([C@@H:5]3[O:9][C@H:8]([CH2:10][OH:11])[C@@H:7]([OH:12])[C@@H:6]3[O:13]2)[CH:3]=1.[CH3:18][O:19][CH2:20][CH2:21][O:22]B([O:22][CH2:21][CH2:20][O:19][CH3:18])[O:22][CH2:21][CH2:20][O:19][CH3:18]. The catalyst is COCCO. The product is [CH3:18][O:19][CH2:20][CH2:21][O:22][C@@H:6]1[C@H:7]([OH:12])[C@@H:8]([CH2:10][OH:11])[O:9][C@H:5]1[N:4]1[CH:3]=[C:2]([CH3:1])[C:16](=[O:17])[NH:15][C:14]1=[O:13]. The yield is 0.630. (2) The reactants are C(N(CC)CC)C.S(O)(O)(=O)=O.[CH2:13]([O:15][C:16]1[CH:17]=[C:18]2[C:22](=[C:23]([F:28])[C:24]=1[O:25][CH2:26][CH3:27])[C:21](=[NH:29])[NH:20][CH2:19]2)[CH3:14].O. The catalyst is C1(C)C=CC=CC=1. The product is [CH2:13]([O:15][C:16]1[CH:17]=[C:18]2[C:22](=[C:23]([F:28])[C:24]=1[O:25][CH2:26][CH3:27])[C:21]([NH2:29])=[N:20][CH2:19]2)[CH3:14]. The yield is 0.840. (3) The reactants are [Br:1][C:2]1[CH:3]=[C:4]([NH2:9])[C:5]([Cl:8])=[N:6][CH:7]=1.N1C=CC=CC=1.[CH3:16][S:17](Cl)(=[O:19])=[O:18].C(=O)([O-])[O-].[K+].[K+].Cl.C([O-])(=O)C.[Na+]. The catalyst is O.O1CCOCC1.CO. The product is [Br:1][C:2]1[CH:3]=[C:4]([NH:9][S:17]([CH3:16])(=[O:19])=[O:18])[C:5]([Cl:8])=[N:6][CH:7]=1. The yield is 0.810.